Task: Predict the reactants needed to synthesize the given product.. Dataset: Full USPTO retrosynthesis dataset with 1.9M reactions from patents (1976-2016) (1) The reactants are: [CH2:1]([OH:3])[CH3:2].[OH-].C([N+](CC)(CC)CC)C.[O:14]1[CH:20]2[CH:15]1CC(CC[Si](OC)(OC)OC)[CH2:18][CH2:19]2.C1([Si](OC)(OC)[O:37]C)C=CC=CC=1. Given the product [C:1]([O:37][CH:19]([CH3:18])[CH2:20][O:14][CH3:15])(=[O:3])[CH3:2], predict the reactants needed to synthesize it. (2) Given the product [Cl:25][C:26]1[CH:32]=[CH:31][C:29]([NH:30][C:2]2[N:3]=[C:4]([NH:10][C:11]3[CH:16]=[CH:15][C:14]([N:17]4[CH:21]=[C:20]([CH3:22])[N:19]=[CH:18]4)=[C:13]([O:23][CH3:24])[CH:12]=3)[N:5]=[C:6]([O:8][CH3:9])[N:7]=2)=[CH:28][CH:27]=1, predict the reactants needed to synthesize it. The reactants are: Cl[C:2]1[N:7]=[C:6]([O:8][CH3:9])[N:5]=[C:4]([NH:10][C:11]2[CH:16]=[CH:15][C:14]([N:17]3[CH:21]=[C:20]([CH3:22])[N:19]=[CH:18]3)=[C:13]([O:23][CH3:24])[CH:12]=2)[N:3]=1.[Cl:25][C:26]1[CH:32]=[CH:31][C:29]([NH2:30])=[CH:28][CH:27]=1. (3) Given the product [NH2:1][C:2]1[CH:7]=[CH:6][C:5]([Br:24])=[CH:4][C:3]=1[C:8]([C:10]1[CH:15]=[CH:14][C:13]([Cl:16])=[CH:12][CH:11]=1)=[O:9], predict the reactants needed to synthesize it. The reactants are: [NH2:1][C:2]1[CH:7]=[CH:6][CH:5]=[CH:4][C:3]=1[C:8]([C:10]1[CH:15]=[CH:14][C:13]([Cl:16])=[CH:12][CH:11]=1)=[O:9].C1C(=O)N([Br:24])C(=O)C1. (4) The reactants are: Cl[C:2]1[N:7]=[C:6]([N:8]([CH3:10])[CH3:9])[CH:5]=[N:4][CH:3]=1.[N:11]1[CH:16]=[CH:15][C:14](B(O)O)=[CH:13][CH:12]=1.O.C(=O)([O-])[O-].[Na+].[Na+]. Given the product [CH3:9][N:8]([CH3:10])[C:6]1[CH:5]=[N:4][CH:3]=[C:2]([C:14]2[CH:15]=[CH:16][N:11]=[CH:12][CH:13]=2)[N:7]=1, predict the reactants needed to synthesize it. (5) Given the product [CH3:11][C:1]1[CH:6]=[C:5]([CH3:7])[CH:4]=[C:3]([CH3:8])[C:2]=1[CH:12]1[C:21]2[C:16](=[CH:17][CH:18]=[CH:19][CH:20]=2)[CH:15]=[CH:14][N:13]1[C:23]([O:25][CH2:26][CH3:27])=[O:24], predict the reactants needed to synthesize it. The reactants are: [C:1]1([CH3:11])[CH:6]=[C:5]([CH3:7])[CH:4]=[C:3]([CH3:8])[C:2]=1[Mg]Br.[CH:12]1[C:21]2[C:16](=[CH:17][CH:18]=[CH:19][CH:20]=2)[CH:15]=[CH:14][N:13]=1.Cl[C:23]([O:25][CH2:26][CH3:27])=[O:24]. (6) Given the product [C:1]1([C:7]2[N:12]=[CH:11][C:10]([NH2:13])=[CH:9][C:8]=2[C:17]([F:20])([F:18])[F:19])[CH:2]=[CH:3][CH:4]=[CH:5][CH:6]=1, predict the reactants needed to synthesize it. The reactants are: [C:1]1([C:7]2[N:12]=[CH:11][C:10]([NH:13]C(=O)C)=[CH:9][C:8]=2[C:17]([F:20])([F:19])[F:18])[CH:6]=[CH:5][CH:4]=[CH:3][CH:2]=1. (7) Given the product [C:12]([OH:15])(=[O:14])[CH3:13].[OH:1][CH2:2][CH2:3][CH:4]1[CH2:9][CH2:8][NH:7][CH2:6][CH2:5]1, predict the reactants needed to synthesize it. The reactants are: [OH:1][CH2:2][CH2:3][C:4]1[CH:9]=[CH:8][N:7]=[CH:6][CH:5]=1.[H][H].[C:12]([OH:15])(=[O:14])[CH3:13]. (8) Given the product [CH3:1][O:2][C:3](=[O:28])[C:4]1[CH:9]=[C:8]([C:10](=[O:11])[C:12]2[CH:17]=[CH:16][C:15]([N:18]([C:20]3[CH:25]=[CH:24][C:23]([Cl:26])=[CH:22][CH:21]=3)[CH3:19])=[CH:14][N:13]=2)[CH:7]=[CH:6][C:5]=1[Br:27], predict the reactants needed to synthesize it. The reactants are: [CH3:1][O:2][C:3](=[O:28])[C:4]1[CH:9]=[C:8]([CH:10]([C:12]2[CH:17]=[CH:16][C:15]([N:18]([C:20]3[CH:25]=[CH:24][C:23]([Cl:26])=[CH:22][CH:21]=3)[CH3:19])=[CH:14][N:13]=2)[OH:11])[CH:7]=[CH:6][C:5]=1[Br:27].C(C1C(=O)C(Cl)=C(Cl)C(=O)C=1C#N)#N. (9) Given the product [Br:1][C:2]1[CH:7]=[CH:6][C:5]([NH:8][C:9]([C:11]2[NH:12][CH:13]=[C:14]([C:16]#[N:17])[N:15]=2)=[O:10])=[C:4]([C:26]2[CH2:31][CH2:30][C:29]([CH3:33])([CH3:32])[CH2:28][CH:27]=2)[CH:3]=1, predict the reactants needed to synthesize it. The reactants are: [Br:1][C:2]1[CH:7]=[CH:6][C:5]([NH:8][C:9]([C:11]2[N:12](COCC[Si](C)(C)C)[CH:13]=[C:14]([C:16]#[N:17])[N:15]=2)=[O:10])=[C:4]([C:26]2[CH2:31][CH2:30][C:29]([CH3:33])([CH3:32])[CH2:28][CH:27]=2)[CH:3]=1.CCO.C(O)(C(F)(F)F)=O.C(O)CC. (10) Given the product [O:2]1[C:6]2[CH:7]=[CH:8][CH:9]=[C:10]([CH:11]3[CH2:16][CH2:15][N:14]([CH2:17][CH2:18][C@H:19]4[CH2:20][CH2:21][C@H:22]([NH:25][C:30]([C:27]5([OH:26])[CH2:29][CH2:28]5)=[O:31])[CH2:23][CH2:24]4)[CH2:13][CH2:12]3)[C:5]=2[O:4][CH2:3]1, predict the reactants needed to synthesize it. The reactants are: Cl.[O:2]1[C:6]2[CH:7]=[CH:8][CH:9]=[C:10]([CH:11]3[CH2:16][CH2:15][N:14]([CH2:17][CH2:18][C@H:19]4[CH2:24][CH2:23][C@H:22]([NH2:25])[CH2:21][CH2:20]4)[CH2:13][CH2:12]3)[C:5]=2[O:4][CH2:3]1.[OH:26][C:27]1([C:30](O)=[O:31])[CH2:29][CH2:28]1.